From a dataset of Full USPTO retrosynthesis dataset with 1.9M reactions from patents (1976-2016). Predict the reactants needed to synthesize the given product. (1) Given the product [NH2:27][C:26]1[C:23]([C:24]#[N:25])=[N:22][C:6]([C:2]2[O:1][CH:5]=[CH:4][CH:3]=2)=[CH:7][N+:8]=1[O-:9], predict the reactants needed to synthesize it. The reactants are: [O:1]1[CH:5]=[CH:4][CH:3]=[C:2]1[C:6](=O)/[CH:7]=[N:8]/[OH:9].C1(C)C=CC(S(O)(=O)=O)=CC=1.[NH2:22][CH:23]([C:26]#[N:27])[C:24]#[N:25]. (2) Given the product [NH2:1][C:2]1[C:7]([C:8]([C:10]2[CH:15]=[C:14]([F:16])[CH:13]=[CH:12][C:11]=2[O:17][CH3:18])=[O:9])=[CH:6][N:5]=[C:4]([NH:19][CH:20]2[CH2:25][CH2:24][N:23]([S:26]([CH2:29][CH2:30][CH2:31][NH:33][C@H:34]([CH2:35][OH:36])[CH2:37][CH3:38])(=[O:28])=[O:27])[CH2:22][CH2:21]2)[N:3]=1, predict the reactants needed to synthesize it. The reactants are: [NH2:1][C:2]1[C:7]([C:8]([C:10]2[CH:15]=[C:14]([F:16])[CH:13]=[CH:12][C:11]=2[O:17][CH3:18])=[O:9])=[CH:6][N:5]=[C:4]([NH:19][CH:20]2[CH2:25][CH2:24][N:23]([S:26]([CH2:29][CH2:30][CH2:31]Cl)(=[O:28])=[O:27])[CH2:22][CH2:21]2)[N:3]=1.[NH2:33][C@@H:34]([CH2:37][CH3:38])[CH2:35][OH:36]. (3) Given the product [CH3:1][C:2]1[CH:7]=[CH:6][CH:5]=[C:4]([CH3:8])[C:3]=1[NH:9][C:10](=[O:31])[CH2:11][N:12]1[CH2:13][CH2:14][N:15]([CH2:18][CH:19]([OH:30])[CH2:20][CH2:21][C:22]2[CH:23]=[CH:24][C:25]([C:33]([F:43])([F:42])[F:32])=[CH:26][CH:27]=2)[CH2:16][CH2:17]1, predict the reactants needed to synthesize it. The reactants are: [CH3:1][C:2]1[CH:7]=[CH:6][CH:5]=[C:4]([CH3:8])[C:3]=1[NH:9][C:10](=[O:31])[CH2:11][N:12]1[CH2:17][CH2:16][N:15]([CH2:18][CH:19]([OH:30])[CH2:20][CH2:21][C:22]2[CH:27]=[CH:26][C:25](OC)=[CH:24][CH:23]=2)[CH2:14][CH2:13]1.[F:32][C:33]([F:43])([F:42])C1C=CC(CCl)=CC=1.COC1C=CC(CCl)=CC=1. (4) Given the product [F:1][C:2]1[CH:3]=[CH:4][C:5]([C:8]2[CH:13]=[CH:12][N:11]3[C:14]([C:17]4[CH:18]=[C:19]([NH:23][C:25]5[CH:30]=[CH:29][N:28]=[CH:27][CH:26]=5)[CH:20]=[CH:21][CH:22]=4)=[CH:15][N:16]=[C:10]3[CH:9]=2)=[CH:6][CH:7]=1, predict the reactants needed to synthesize it. The reactants are: [F:1][C:2]1[CH:7]=[CH:6][C:5]([C:8]2[CH:13]=[CH:12][N:11]3[C:14]([C:17]4[CH:18]=[C:19]([NH2:23])[CH:20]=[CH:21][CH:22]=4)=[CH:15][N:16]=[C:10]3[CH:9]=2)=[CH:4][CH:3]=1.Br[C:25]1[CH:30]=[CH:29][N:28]=[CH:27][CH:26]=1.Cl.CC([O-])(C)C.[Na+].N#N.